Predict the reaction yield, written as a fraction of the theoretical maximum amount of product (1.0 means a 100% yield; for example, 0.34 means a 34% yield). From a dataset of Reaction yield outcomes from USPTO patents with 853,638 reactions. (1) The reactants are Cl.[N:2]1[N:6]2[CH:7]=[CH:8][N:9]=[CH:10][C:5]2=[C:4]([C:11](=[NH:13])[NH2:12])[CH:3]=1.CN(C)/[CH:16]=[C:17](\[N+:23]([O-:25])=[O:24])/[C:18](OCC)=[O:19].C(N(CC)CC)C. The catalyst is C(O)C. The product is [N+:23]([C:17]1[C:18]([OH:19])=[N:13][C:11]([C:4]2[CH:3]=[N:2][N:6]3[CH:7]=[CH:8][N:9]=[CH:10][C:5]=23)=[N:12][CH:16]=1)([O-:25])=[O:24]. The yield is 0.660. (2) The reactants are [C:1]([CH2:5][C:6]([O:8][CH2:9][CH3:10])=[O:7])(=[O:4])[CH2:2][CH3:3].OCC[C:14]#[N:15]. The catalyst is C(O)C. The product is [C:1]([CH2:5][C:6]([O:8][CH2:9][CH2:10][C:14]#[N:15])=[O:7])(=[O:4])[CH2:2][CH3:3]. The yield is 0.734.